This data is from Reaction yield outcomes from USPTO patents with 853,638 reactions. The task is: Predict the reaction yield, written as a fraction of the theoretical maximum amount of product (1.0 means a 100% yield; for example, 0.34 means a 34% yield). (1) The reactants are [OH:1][CH:2]1[CH2:7][CH:6]2[CH2:8][CH:3]1[CH2:4][N:5]2[C:9]([O:11][CH2:12][C:13]1[CH:18]=[CH:17][CH:16]=[CH:15][CH:14]=1)=[O:10].CC(OI1(OC(C)=O)(OC(C)=O)OC(=O)C2C=CC=CC1=2)=O.C([O-])([O-])=O.[Na+].[Na+].[O-]S([O-])(=S)=O.[Na+].[Na+]. The catalyst is ClCCl. The product is [O:1]=[C:2]1[CH2:7][CH:6]2[CH2:8][CH:3]1[CH2:4][N:5]2[C:9]([O:11][CH2:12][C:13]1[CH:18]=[CH:17][CH:16]=[CH:15][CH:14]=1)=[O:10]. The yield is 0.820. (2) The reactants are Cl[C:2]1[N:7]=[C:6]([NH2:8])[CH:5]=[CH:4][N:3]=1.[CH2:9](B(CC)CC)[CH3:10].[O-]P([O-])([O-])=O.[K+].[K+].[K+].O. The catalyst is C1C=CC(P(C2C=CC=CC=2)[C-]2C=CC=C2)=CC=1.C1C=CC(P(C2C=CC=CC=2)[C-]2C=CC=C2)=CC=1.Cl[Pd]Cl.[Fe+2].O1CCCC1. The product is [CH2:9]([C:2]1[N:7]=[C:6]([NH2:8])[CH:5]=[CH:4][N:3]=1)[CH3:10]. The yield is 0.240.